From a dataset of Forward reaction prediction with 1.9M reactions from USPTO patents (1976-2016). Predict the product of the given reaction. (1) The product is: [F:1][C:2]1[CH:7]=[CH:6][C:5]([N:8]2[C:16]3[CH:15]=[C:14]4[CH2:17][CH2:18][C@H:19]5[C:24]([C@@:13]4([CH3:31])[CH2:12][C:11]=3[CH:10]=[N:9]2)=[CH:23][CH2:22][C@@H:21]([C:25]([F:28])([F:27])[F:26])[C@@H:20]5[CH2:29][NH:39][CH2:32][C:33]2[CH:38]=[CH:37][CH:36]=[CH:35][CH:34]=2)=[CH:4][CH:3]=1. Given the reactants [F:1][C:2]1[CH:7]=[CH:6][C:5]([N:8]2[C:16]3[CH:15]=[C:14]4[CH2:17][CH2:18][C@H:19]5[C:24]([C@@:13]4([CH3:31])[CH2:12][C:11]=3[CH:10]=[N:9]2)=[CH:23][CH2:22][C@@H:21]([C:25]([F:28])([F:27])[F:26])[C@@H:20]5[CH:29]=O)=[CH:4][CH:3]=1.[CH2:32]([NH2:39])[C:33]1[CH:38]=[CH:37][CH:36]=[CH:35][CH:34]=1, predict the reaction product. (2) Given the reactants CN(C1C=CC=CC=1)/[CH:3]=[CH:4]/[CH:5]=[CH:6]/[CH:7]=[O:8].[CH2:15]([N:19]([CH2:26][CH2:27][CH2:28][CH3:29])[C:20]1[CH:25]=[CH:24][CH:23]=[CH:22][CH:21]=1)[CH2:16][CH2:17][CH3:18].P(Cl)(Cl)(Cl)=O, predict the reaction product. The product is: [CH2:15]([N:19]([CH2:26][CH2:27][CH2:28][CH3:29])[C:20]1[CH:25]=[CH:24][C:23](/[CH:3]=[CH:4]/[CH:5]=[CH:6]/[CH:7]=[O:8])=[CH:22][CH:21]=1)[CH2:16][CH2:17][CH3:18]. (3) Given the reactants [Cl:1][C:2]1[CH:3]=[C:4]([CH:7]=[CH:8][C:9]=1[O:10][CH2:11][CH:12]1[CH2:14][CH2:13]1)[CH:5]=[O:6].[BH4-].[Na+], predict the reaction product. The product is: [Cl:1][C:2]1[CH:3]=[C:4]([CH2:5][OH:6])[CH:7]=[CH:8][C:9]=1[O:10][CH2:11][CH:12]1[CH2:14][CH2:13]1. (4) The product is: [Br:1][C:2]1[CH:3]=[C:4]([N:8]2[CH:14]=[CH:15][C:16](=[O:17])[C:11]([CH2:10][OH:9])=[N:12]2)[CH:5]=[N:6][CH:7]=1. Given the reactants [Br:1][C:2]1[CH:3]=[C:4]([NH2:8])[CH:5]=[N:6][CH:7]=1.[OH:9][CH2:10][C:11]1[C:16](=[O:17])[CH:15]=[CH:14]N(C2C=NN(C)C=2)[N:12]=1, predict the reaction product.